This data is from Forward reaction prediction with 1.9M reactions from USPTO patents (1976-2016). The task is: Predict the product of the given reaction. (1) Given the reactants [F:1][C:2]([F:21])([F:20])[C:3]1[C:4]([CH:9](C(OCC)=O)[C:10]([O:12][CH2:13][CH3:14])=[O:11])=[N:5][CH:6]=[CH:7][CH:8]=1.CS(C)=O.[Cl-].[Na+], predict the reaction product. The product is: [F:21][C:2]([F:1])([F:20])[C:3]1[C:4]([CH2:9][C:10]([O:12][CH2:13][CH3:14])=[O:11])=[N:5][CH:6]=[CH:7][CH:8]=1. (2) The product is: [Cl:23][C:20]1[CH:21]=[CH:22][C:17]([N:16]2[C:24]([N:25]([CH3:29])[CH3:26])=[N:1][C:2]3[C:3]2=[N:4][C:5]([C:14]#[N:15])=[N:6][C:7]=3[N:8]2[CH2:13][CH2:12][O:11][CH2:10][CH2:9]2)=[CH:18][CH:19]=1. Given the reactants [NH2:1][C:2]1[C:3]([NH:16][C:17]2[CH:22]=[CH:21][C:20]([Cl:23])=[CH:19][CH:18]=2)=[N:4][C:5]([C:14]#[N:15])=[N:6][C:7]=1[N:8]1[CH2:13][CH2:12][O:11][CH2:10][CH2:9]1.[CH3:24][N:25]([CH3:29])[C:26](Cl)=S, predict the reaction product. (3) Given the reactants [NH2:1][C@@H:2]([CH2:11][CH2:12][CH3:13])[CH:3]([OH:10])[C:4]([NH:6][CH:7]1[CH2:9][CH2:8]1)=[O:5].C(Cl)CCl.C1C=CC2N(O)N=NC=2C=1.[CH:28]1([CH2:34][C:35]([NH:37][C@@H:38]([C:60]([CH3:63])([CH3:62])[CH3:61])[C:39]([N:41]2[C@H:56]([C:57](O)=[O:58])[CH2:55][C@:43]3([O:47][C:46](=[O:48])[N:45]([C:49]4[CH:54]=[CH:53][CH:52]=[CH:51][CH:50]=4)[CH2:44]3)[CH2:42]2)=[O:40])=[O:36])[CH2:33][CH2:32][CH2:31][CH2:30][CH2:29]1.CCN(C(C)C)C(C)C.NCCC1N=CNC=1, predict the reaction product. The product is: [CH:28]1([CH2:34][C:35]([NH:37][C@@H:38]([C:60]([CH3:63])([CH3:62])[CH3:61])[C:39]([N:41]2[C@H:56]([C:57]([NH:1][C@@H:2]([CH2:11][CH2:12][CH3:13])[CH:3]([OH:10])[C:4]([NH:6][CH:7]3[CH2:8][CH2:9]3)=[O:5])=[O:58])[CH2:55][C@:43]3([O:47][C:46](=[O:48])[N:45]([C:49]4[CH:50]=[CH:51][CH:52]=[CH:53][CH:54]=4)[CH2:44]3)[CH2:42]2)=[O:40])=[O:36])[CH2:33][CH2:32][CH2:31][CH2:30][CH2:29]1. (4) Given the reactants CCCCCC.C([Li])CCC.Br[C:13]1[CH:18]=[CH:17][C:16]([C:19]2[N:24]=[C:23]([C:25]3[CH:26]=[C:27]([CH3:31])[CH:28]=[CH:29][CH:30]=3)[N:22]=[C:21]([C:32]3[CH:33]=[C:34]([CH3:38])[CH:35]=[CH:36][CH:37]=3)[N:20]=2)=[CH:15][CH:14]=1.Br[C:40]1[N:45]=[C:44]([C:46]2[CH:51]=[CH:50][CH:49]=[CH:48][N:47]=2)[CH:43]=[CH:42][CH:41]=1, predict the reaction product. The product is: [C:27]1([CH3:31])[CH:28]=[CH:29][CH:30]=[C:25]([C:23]2[N:22]=[C:21]([C:32]3[CH:33]=[C:34]([CH3:38])[CH:35]=[CH:36][CH:37]=3)[N:20]=[C:19]([C:16]3[CH:15]=[CH:14][C:13]([C:40]4[N:45]=[C:44]([C:46]5[CH:51]=[CH:50][CH:49]=[CH:48][N:47]=5)[CH:43]=[CH:42][CH:41]=4)=[CH:18][CH:17]=3)[N:24]=2)[CH:26]=1.